Dataset: Forward reaction prediction with 1.9M reactions from USPTO patents (1976-2016). Task: Predict the product of the given reaction. (1) Given the reactants [F:1][C:2]1[CH:3]=[C:4]([CH:7]=[CH:8][C:9]=1[N:10]1[C:22]2[C:21]3[CH:20]=[C:19]([OH:23])[C:18]([O:24][CH3:25])=[CH:17][C:16]=3[N:15]=[CH:14][C:13]=2[N:12]([CH3:26])[C:11]1=[O:27])[C:5]#[N:6].C1C=CC(N([S:35]([C:38]([F:41])([F:40])[F:39])(=[O:37])=[O:36])[S:35]([C:38]([F:41])([F:40])[F:39])(=[O:37])=[O:36])=CC=1.CCN(C(C)C)C(C)C.O, predict the reaction product. The product is: [C:5]([C:4]1[CH:7]=[CH:8][C:9]([N:10]2[C:22]3[C:21]4[CH:20]=[C:19]([O:23][S:35]([C:38]([F:41])([F:40])[F:39])(=[O:37])=[O:36])[C:18]([O:24][CH3:25])=[CH:17][C:16]=4[N:15]=[CH:14][C:13]=3[N:12]([CH3:26])[C:11]2=[O:27])=[C:2]([F:1])[CH:3]=1)#[N:6]. (2) Given the reactants [C:1](=[O:4])([O-])[O-].[K+].[K+].[Br:7][C:8]1[CH:14]=[CH:13][C:11](O)=[CH:10][C:9]=1[OH:15].[CH2:16](Br)[C:17]1[CH:22]=[CH:21][CH:20]=[CH:19][CH:18]=1, predict the reaction product. The product is: [CH2:16]([O:15][C:9]1[CH:10]=[C:11]([O:4][CH2:1][C:8]2[CH:14]=[CH:13][CH:11]=[CH:10][CH:9]=2)[CH:13]=[CH:14][C:8]=1[Br:7])[C:17]1[CH:22]=[CH:21][CH:20]=[CH:19][CH:18]=1. (3) Given the reactants C(OC(=O)[C@@H](OC)CC1C=CC(OCC(O)=O)=CC=1)C.CC(C)CCN.[CH2:27]([O:29][C@@H:30]([CH2:34][C:35]1[CH:40]=[CH:39][C:38]([O:41][C@@H:42]([C:44](=[O:61])[NH:45][CH2:46][CH2:47][C:48]2[CH:53]=CC(OC3C=CC=CC=3)=C[CH:49]=2)C)=[CH:37][CH:36]=1)[C:31]([OH:33])=[O:32])C, predict the reaction product. The product is: [CH3:27][O:29][C@@H:30]([CH2:34][C:35]1[CH:40]=[CH:39][C:38]([O:41][CH2:42][C:44](=[O:61])[NH:45][CH2:46][CH2:47][CH:48]([CH3:49])[CH3:53])=[CH:37][CH:36]=1)[C:31]([OH:33])=[O:32]. (4) Given the reactants [S:1]1[C:5]2[CH:6]=[CH:7][CH:8]=[CH:9][C:4]=2[N:3]=[C:2]1[C:10]1[CH:24]=[CH:23][CH:22]=[CH:21][C:11]=1[O:12][C:13]1[N:18]=[CH:17][C:16]([NH2:19])=[CH:15][C:14]=1[Cl:20].[Cl:25][C:26]1[CH:27]=[C:28]([S:33](Cl)(=[O:35])=[O:34])[CH:29]=[CH:30][C:31]=1[Cl:32], predict the reaction product. The product is: [S:1]1[C:5]2[CH:6]=[CH:7][CH:8]=[CH:9][C:4]=2[N:3]=[C:2]1[C:10]1[CH:24]=[CH:23][CH:22]=[CH:21][C:11]=1[O:12][C:13]1[N:18]=[CH:17][C:16]([NH:19][S:33]([C:28]2[CH:29]=[CH:30][C:31]([Cl:32])=[C:26]([Cl:25])[CH:27]=2)(=[O:35])=[O:34])=[CH:15][C:14]=1[Cl:20]. (5) Given the reactants [F:1][C:2]1([F:35])[CH2:6][CH2:5][N:4]([C:7]2[N:12]=[CH:11][C:10]([C:13]3[O:17][N:16]=[C:15]([C:18]4[CH:23]=[CH:22][C:21]([CH2:24][CH2:25][C:26]([O:28][C:29]([CH3:32])([CH3:31])[CH3:30])=[O:27])=[CH:20][C:19]=4[CH3:33])[N:14]=3)=[CH:9][C:8]=2I)[CH2:3]1.[CH3:36][Si:37]([C:40]#[CH:41])([CH3:39])[CH3:38].C(NC(C)C)(C)C, predict the reaction product. The product is: [F:1][C:2]1([F:35])[CH2:6][CH2:5][N:4]([C:7]2[N:12]=[CH:11][C:10]([C:13]3[O:17][N:16]=[C:15]([C:18]4[CH:23]=[CH:22][C:21]([CH2:24][CH2:25][C:26]([O:28][C:29]([CH3:32])([CH3:31])[CH3:30])=[O:27])=[CH:20][C:19]=4[CH3:33])[N:14]=3)=[CH:9][C:8]=2[C:41]#[C:40][Si:37]([CH3:39])([CH3:38])[CH3:36])[CH2:3]1. (6) Given the reactants [C:1]1([C@@H:7]2[CH2:11][N:10]([CH:12]3[CH2:17][CH2:16][O:15][CH2:14][CH2:13]3)[C:9](=[O:18])[N:8]2[CH:19]2[CH2:24][CH2:23][NH:22][CH2:21][CH2:20]2)[CH:6]=[CH:5][CH:4]=[CH:3][CH:2]=1.Br[CH2:26][C:27]1[CH:28]=[CH:29][C:30]([O:33][C:34]2[CH:41]=[CH:40][C:37]([C:38]#[N:39])=[CH:36][CH:35]=2)=[N:31][CH:32]=1.CCN(C(C)C)C(C)C, predict the reaction product. The product is: [O:18]=[C:9]1[N:10]([CH:12]2[CH2:13][CH2:14][O:15][CH2:16][CH2:17]2)[CH2:11][C@@H:7]([C:1]2[CH:2]=[CH:3][CH:4]=[CH:5][CH:6]=2)[N:8]1[CH:19]1[CH2:24][CH2:23][N:22]([CH2:26][C:27]2[CH:28]=[CH:29][C:30]([O:33][C:34]3[CH:41]=[CH:40][C:37]([C:38]#[N:39])=[CH:36][CH:35]=3)=[N:31][CH:32]=2)[CH2:21][CH2:20]1.